This data is from Peptide-MHC class I binding affinity with 185,985 pairs from IEDB/IMGT. The task is: Regression. Given a peptide amino acid sequence and an MHC pseudo amino acid sequence, predict their binding affinity value. This is MHC class I binding data. The peptide sequence is ETFGFEIQSY. The MHC is HLA-A30:02 with pseudo-sequence HLA-A30:02. The binding affinity (normalized) is 0.574.